Dataset: Forward reaction prediction with 1.9M reactions from USPTO patents (1976-2016). Task: Predict the product of the given reaction. (1) Given the reactants Cl[C:2]1[CH:3]=[C:4]([CH:9]=[C:10]([Cl:12])[N:11]=1)[C:5]([O:7][CH3:8])=[O:6].C1(C)C=CC=CC=1.C([Sn](CCCC)(CCCC)[C:25]([O:27]CC)=[CH2:26])CCC, predict the reaction product. The product is: [CH3:8][O:7][C:5](=[O:6])[C:4]1[CH:9]=[C:10]([Cl:12])[N:11]=[C:2]([C:25](=[O:27])[CH3:26])[CH:3]=1. (2) Given the reactants C(O)(=O)C(C1C=CC=CC=1)O.[F:12][C:13]([F:31])([F:30])[C:14]1[CH:15]=[C:16]([C:20]2[CH:25]=[CH:24][C:23]([C@@H:26]3[CH2:28][C@H:27]3[NH2:29])=[CH:22][CH:21]=2)[CH:17]=[CH:18][CH:19]=1, predict the reaction product. The product is: [F:12][C:13]([F:30])([F:31])[C:14]1[CH:15]=[C:16]([C:20]2[CH:25]=[CH:24][C:23]([C@H:26]3[CH2:28][C@@H:27]3[NH2:29])=[CH:22][CH:21]=2)[CH:17]=[CH:18][CH:19]=1. (3) Given the reactants Br[C:2]1[CH:3]=[C:4]([N:7]2[CH2:11][C@:10]3([CH:16]4[CH2:17][CH2:18][N:13]([CH2:14][CH2:15]4)[CH2:12]3)[O:9][C:8]2=[O:19])[O:5][CH:6]=1.C([Sn](CCCC)(CCCC)[C:25]1[CH:30]=[N:29][CH:28]=[CH:27][N:26]=1)CCC, predict the reaction product. The product is: [N:26]1[CH:27]=[CH:28][N:29]=[CH:30][C:25]=1[C:2]1[CH:3]=[C:4]([N:7]2[CH2:11][C@:10]3([CH:16]4[CH2:17][CH2:18][N:13]([CH2:14][CH2:15]4)[CH2:12]3)[O:9][C:8]2=[O:19])[O:5][CH:6]=1. (4) Given the reactants Cl[C:2]1[C:7]([C:8]2[CH:13]=[CH:12][C:11]([Cl:14])=[CH:10][CH:9]=2)=[C:6]([C:15]2[CH:20]=[CH:19][C:18]([Cl:21])=[CH:17][CH:16]=2)[N:5]=[C:4]2[N:22]([C:25]3[CH:30]=[CH:29][CH:28]=[CH:27][CH:26]=3)[N:23]=[CH:24][C:3]=12.[CH3:31][NH:32][CH3:33], predict the reaction product. The product is: [Cl:14][C:11]1[CH:12]=[CH:13][C:8]([C:7]2[C:2]([N:32]([CH3:33])[CH3:31])=[C:3]3[CH:24]=[N:23][N:22]([C:25]4[CH:26]=[CH:27][CH:28]=[CH:29][CH:30]=4)[C:4]3=[N:5][C:6]=2[C:15]2[CH:16]=[CH:17][C:18]([Cl:21])=[CH:19][CH:20]=2)=[CH:9][CH:10]=1. (5) Given the reactants [CH2:1]([OH:5])[CH2:2][CH:3]=C.[CH3:6][C:7]1([CH:11]=[O:12])[CH2:10][O:9][CH2:8]1.[C:13](O)(C(F)(F)F)=O, predict the reaction product. The product is: [CH3:6][C:7]1([CH:11]2[CH2:13][CH:1]([OH:5])[CH2:2][CH2:3][O:12]2)[CH2:10][O:9][CH2:8]1. (6) Given the reactants [CH3:1][C:2]1[CH:7]=[CH:6][C:5]([Mg]Br)=[CH:4][CH:3]=1.[N:10]12[CH2:17][CH2:16][C:13]([C:18]([O:20]CC)=O)([CH2:14][CH2:15]1)[CH2:12][CH2:11]2, predict the reaction product. The product is: [N:10]12[CH2:11][CH2:12][C:13]([C:18]([C:5]3[CH:6]=[CH:7][C:2]([CH3:1])=[CH:3][CH:4]=3)([C:5]3[CH:6]=[CH:7][C:2]([CH3:1])=[CH:3][CH:4]=3)[OH:20])([CH2:14][CH2:15]1)[CH2:16][CH2:17]2. (7) Given the reactants C[N:2]([CH3:12])[CH:3]=[C:4]([N+:10]#[C-:11])[C:5]([O:7][CH2:8][CH3:9])=[O:6].[Cl-].[NH4+].[CH3:15][C@H:16]1[CH2:21][CH2:20][C@H](N)[CH2:18][CH2:17]1, predict the reaction product. The product is: [CH3:15][C@H:16]1[CH2:21][CH2:20][C@H:12]([N:2]2[CH:3]=[C:4]([C:5]([O:7][CH2:8][CH3:9])=[O:6])[N:10]=[CH:11]2)[CH2:18][CH2:17]1. (8) Given the reactants [S-2].[Na+].[Na+].Cl.N[C:6](N)=[S:7].N.SCC(CSCC(CS)SCCS)SCCS.SC[CH:29]([CH2:34][S:35][CH:36]([CH2:42][SH:43])[CH2:37][S:38][CH2:39][CH2:40][SH:41])[S:30][CH2:31][CH2:32][SH:33], predict the reaction product. The product is: [SH:43][CH2:42][CH:36]([S:35][CH:34]([CH2:6][SH:7])[CH2:29][S:30][CH2:31][CH2:32][SH:33])[CH2:37][S:38][CH2:39][CH2:40][SH:41]. (9) Given the reactants [CH2:1]([O:8][CH2:9][C:10]1[C@@H:14]([O:15][Si:16]([C:19]([CH3:22])([CH3:21])[CH3:20])([CH3:18])[CH3:17])[CH2:13][C@@H:12]([OH:23])[CH:11]=1)[C:2]1[CH:7]=[CH:6][CH:5]=[CH:4][CH:3]=1.C(=O)([O-])[O-].[Na+].[Na+], predict the reaction product. The product is: [CH2:1]([O:8][CH2:9][C@H:10]1[C@@H:14]([O:15][Si:16]([C:19]([CH3:21])([CH3:20])[CH3:22])([CH3:18])[CH3:17])[CH2:13][C@@H:12]([OH:23])[CH2:11]1)[C:2]1[CH:7]=[CH:6][CH:5]=[CH:4][CH:3]=1.